From a dataset of Catalyst prediction with 721,799 reactions and 888 catalyst types from USPTO. Predict which catalyst facilitates the given reaction. (1) Reactant: [Br:1][C:2]1[CH:13]=[CH:12][C:5]2[S:6][CH:7]=[C:8]([C:9]([OH:11])=O)[C:4]=2[CH:3]=1.[NH:14]1[CH2:19][CH2:18][CH2:17][CH2:16][CH2:15]1.C1C=CC2N(O)N=NC=2C=1.C(Cl)CCl. Product: [Br:1][C:2]1[CH:13]=[CH:12][C:5]2[S:6][CH:7]=[C:8]([C:9]([N:14]3[CH2:19][CH2:18][CH2:17][CH2:16][CH2:15]3)=[O:11])[C:4]=2[CH:3]=1. The catalyst class is: 3. (2) Reactant: [CH3:1][O:2][C:3]1[CH:4]=[C:5]([C:11]2[C@@H:20]3[C@@H:15]([CH2:16][CH2:17][CH2:18][CH2:19]3)[C:14](=[O:21])[N:13]([CH:22]3[CH2:27][CH2:26][N:25]([C:28](=[O:45])[C@H:29]([NH:37]C(=O)OC(C)(C)C)[CH2:30][C:31]4[CH:36]=[CH:35][CH:34]=[CH:33][CH:32]=4)[CH2:24][CH2:23]3)[N:12]=2)[CH:6]=[CH:7][C:8]=1[O:9][CH3:10].Cl.[Cl:47]CCl. Product: [ClH:47].[NH2:37][C@H:29]([CH2:30][C:31]1[CH:32]=[CH:33][CH:34]=[CH:35][CH:36]=1)[C:28]([N:25]1[CH2:24][CH2:23][CH:22]([N:13]2[N:12]=[C:11]([C:5]3[CH:6]=[CH:7][C:8]([O:9][CH3:10])=[C:3]([O:2][CH3:1])[CH:4]=3)[C@@H:20]3[C@@H:15]([CH2:16][CH2:17][CH2:18][CH2:19]3)[C:14]2=[O:21])[CH2:27][CH2:26]1)=[O:45]. The catalyst class is: 12. (3) Reactant: [Cl:1][C:2]1[CH:7]=[CH:6][CH:5]=[CH:4][C:3]=1[S:8]([NH:11][CH2:12][CH:13]([CH3:15])[CH3:14])(=[O:10])=[O:9].[Br:16][C:17]1[CH:22]=[C:21]([CH2:23]O)[CH:20]=[CH:19][N:18]=1.C1(P(C2C=CC=CC=2)C2C=CC=CC=2)C=CC=CC=1.N(C(OCC)=O)=NC(OCC)=O. Product: [Br:16][C:17]1[CH:22]=[C:21]([CH2:23][N:11]([CH2:12][CH:13]([CH3:15])[CH3:14])[S:8]([C:3]2[CH:4]=[CH:5][CH:6]=[CH:7][C:2]=2[Cl:1])(=[O:9])=[O:10])[CH:20]=[CH:19][N:18]=1. The catalyst class is: 7. (4) Reactant: [NH2:1][C:2]1([CH2:8][S:9]([N:12]([CH3:14])[CH3:13])(=[O:11])=[O:10])[CH2:7][CH2:6][CH2:5][CH2:4][CH2:3]1.[C:15](=O)(O)[O-:16].[Na+]. Product: [N:1]([C:2]1([CH2:8][S:9]([N:12]([CH3:14])[CH3:13])(=[O:11])=[O:10])[CH2:3][CH2:4][CH2:5][CH2:6][CH2:7]1)=[C:15]=[O:16]. The catalyst class is: 4. (5) Reactant: Cl[C:2]1[N:3]=[CH:4][C:5]2[N:10]=[N:9][N:8]([C:11]3[CH:16]=[CH:15][C:14]([O:17][CH2:18][CH2:19][O:20][CH3:21])=[CH:13][CH:12]=3)[C:6]=2[N:7]=1.Cl.[NH2:23][C@@H:24]1[CH2:28][CH2:27][C@@H:26]([C:29]([OH:31])=[O:30])[CH2:25]1.C(N(C(C)C)C(C)C)C. Product: [CH3:21][O:20][CH2:19][CH2:18][O:17][C:14]1[CH:15]=[CH:16][C:11]([N:8]2[C:6]3[N:7]=[C:2]([NH:23][C@@H:24]4[CH2:28][CH2:27][C@@H:26]([C:29]([OH:31])=[O:30])[CH2:25]4)[N:3]=[CH:4][C:5]=3[N:10]=[N:9]2)=[CH:12][CH:13]=1. The catalyst class is: 141.